From a dataset of Catalyst prediction with 721,799 reactions and 888 catalyst types from USPTO. Predict which catalyst facilitates the given reaction. Reactant: C[O:2][C:3]([C:5]1[N:6]=[C:7]([C:24]#[N:25])[C:8]2[C:13]([C:14]=1[O:15][CH3:16])=[CH:12][CH:11]=[CH:10][C:9]=2[O:17][C:18]1[CH:23]=[CH:22][CH:21]=[CH:20][CH:19]=1)=[O:4].[OH-].[Na+]. Product: [C:24]([C:7]1[C:8]2[C:13](=[CH:12][CH:11]=[CH:10][C:9]=2[O:17][C:18]2[CH:23]=[CH:22][CH:21]=[CH:20][CH:19]=2)[C:14]([O:15][CH3:16])=[C:5]([C:3]([OH:4])=[O:2])[N:6]=1)#[N:25]. The catalyst class is: 111.